Task: Predict the reactants needed to synthesize the given product.. Dataset: Full USPTO retrosynthesis dataset with 1.9M reactions from patents (1976-2016) (1) The reactants are: I[C:2]1[N:11]=[C:10]2[N:4]([CH2:5][CH2:6][C:7]3[CH:23]=[CH:22][CH:21]=[CH:20][C:8]=3[CH:9]2[O:12][CH:13]2[CH2:18][CH2:17][N:16]([CH3:19])[CH2:15][CH2:14]2)[CH:3]=1.[Li][CH2:25][CH2:26][CH2:27][CH3:28].[CH:29](=[O:36])[C:30]1[CH:35]=[CH:34][CH:33]=[CH:32][CH:31]=1.C([O-])(O)=O.[Na+].[Mn]([O-])([O-])(=O)=O.[Ba+2].[CH2:48]1COC[CH2:49]1. Given the product [CH3:19][N:16]1[CH2:17][CH2:18][CH:13]([O:12][CH:9]2[C:8]3[CH:20]=[CH:21][CH:22]=[CH:23][C:7]=3[CH2:6][CH2:5][N:4]3[C:10]2=[N:11][C:2]([C:25]2[CH:49]=[CH:48][C:28]([C:29]([C:30]4[CH:35]=[CH:34][CH:33]=[CH:32][CH:31]=4)=[O:36])=[CH:27][CH:26]=2)=[CH:3]3)[CH2:14][CH2:15]1, predict the reactants needed to synthesize it. (2) Given the product [OH:11][C:4]1[CH:3]=[C:2]([Cl:1])[CH:7]=[CH:6][C:5]=1[C:8](=[O:10])[CH:9]=[CH:16][C:15]1[CH:18]=[C:19]([CH3:22])[C:20]([OH:21])=[C:13]([CH3:12])[CH:14]=1, predict the reactants needed to synthesize it. The reactants are: [Cl:1][C:2]1[CH:7]=[CH:6][C:5]([C:8](=[O:10])[CH3:9])=[C:4]([OH:11])[CH:3]=1.[CH3:12][C:13]1[CH:14]=[C:15]([CH:18]=[C:19]([CH3:22])[C:20]=1[OH:21])[CH:16]=O. (3) Given the product [Cl:1][C:2]1[N:3]=[C:4]([NH2:37])[C:5]2[N:6]=[CH:7][N:8]([C:9]=2[N:10]=1)[C@@H:11]1[O:25][C@H:24]([CH2:26][OH:27])[C@@H:13]([OH:14])[CH2:12]1, predict the reactants needed to synthesize it. The reactants are: [Cl:1][C:2]1[N:10]=[C:9]2[C:5]([N:6]=[CH:7][N:8]2[C@@H:11]2[O:25][C@H:24]([CH2:26][O:27]C(=O)C3C=CC(Cl)=CC=3)[C@@H:13]([O:14]C(=O)C3C=CC(Cl)=CC=3)[CH2:12]2)=[C:4]([NH:37][Si](C)(C)C)[N:3]=1.CO[Na].CO.